This data is from Catalyst prediction with 721,799 reactions and 888 catalyst types from USPTO. The task is: Predict which catalyst facilitates the given reaction. (1) Reactant: Cl.[NH2:2][C:3]([NH2:5])=[NH:4].[OH-:6].[Na+].[C:8]([O:12][C:13](O[C:13]([O:12][C:8]([CH3:11])([CH3:10])[CH3:9])=[O:14])=[O:14])([CH3:11])([CH3:10])[CH3:9]. Product: [C:13]([N:4]([C:13]([O:12][C:8]([CH3:11])([CH3:10])[CH3:9])=[O:14])[C:3]([NH2:5])=[NH:2])([O:12][C:8]([CH3:11])([CH3:10])[CH3:9])=[O:6]. The catalyst class is: 12. (2) Reactant: [C:1]([O:4][C:5]1[CH:10]=[CH:9][C:8]([OH:11])=[C:7]([C:12]#[N:13])[C:6]=1[Br:14])(=[O:3])[CH3:2].Cl[CH2:16][C:17](=[O:19])[CH3:18].C([O-])([O-])=O.[K+].[K+]. Product: [C:17]([C:18]1[O:11][C:8]2[CH:9]=[CH:10][C:5]([O:4][C:1]([CH3:2])=[O:3])=[C:6]([Br:14])[C:7]=2[C:12]=1[NH2:13])(=[O:19])[CH3:16]. The catalyst class is: 3.